Dataset: Peptide-MHC class II binding affinity with 134,281 pairs from IEDB. Task: Regression. Given a peptide amino acid sequence and an MHC pseudo amino acid sequence, predict their binding affinity value. This is MHC class II binding data. (1) The peptide sequence is IQHVSVNNLNVGRSPEEILR. The MHC is DRB1_0701 with pseudo-sequence DRB1_0701. The binding affinity (normalized) is 0.467. (2) The peptide sequence is SKFMQEINIEEQEYQ. The MHC is H-2-IAb with pseudo-sequence H-2-IAb. The binding affinity (normalized) is 0.